This data is from Peptide-MHC class II binding affinity with 134,281 pairs from IEDB. The task is: Regression. Given a peptide amino acid sequence and an MHC pseudo amino acid sequence, predict their binding affinity value. This is MHC class II binding data. (1) The peptide sequence is YDKFEANVSTVLTGK. The MHC is DRB1_0404 with pseudo-sequence DRB1_0404. The binding affinity (normalized) is 0.465. (2) The peptide sequence is EAYRMRFAAVITRVI. The MHC is DRB1_0401 with pseudo-sequence DRB1_0401. The binding affinity (normalized) is 0.567. (3) The peptide sequence is EKKYFAATQFHPLAA. The MHC is HLA-DQA10501-DQB10301 with pseudo-sequence HLA-DQA10501-DQB10301. The binding affinity (normalized) is 0.237. (4) The peptide sequence is LRLFDYNKNAIKTLN. The MHC is DRB1_1501 with pseudo-sequence DRB1_1501. The binding affinity (normalized) is 0.140. (5) The peptide sequence is GWYASPFSRVVHLY. The MHC is H-2-IAb with pseudo-sequence H-2-IAb. The binding affinity (normalized) is 0.476. (6) The peptide sequence is MKDFDEPGHLAPTGM. The MHC is HLA-DPA10201-DPB10101 with pseudo-sequence HLA-DPA10201-DPB10101. The binding affinity (normalized) is 0.115.